From a dataset of NCI-60 drug combinations with 297,098 pairs across 59 cell lines. Regression. Given two drug SMILES strings and cell line genomic features, predict the synergy score measuring deviation from expected non-interaction effect. Drug 1: CN1CCC(CC1)COC2=C(C=C3C(=C2)N=CN=C3NC4=C(C=C(C=C4)Br)F)OC. Drug 2: C1=CC(=CC=C1CC(C(=O)O)N)N(CCCl)CCCl.Cl. Cell line: BT-549. Synergy scores: CSS=8.73, Synergy_ZIP=-3.20, Synergy_Bliss=-1.06, Synergy_Loewe=-5.13, Synergy_HSA=-4.29.